This data is from Merck oncology drug combination screen with 23,052 pairs across 39 cell lines. The task is: Regression. Given two drug SMILES strings and cell line genomic features, predict the synergy score measuring deviation from expected non-interaction effect. (1) Drug 1: Nc1ccn(C2OC(CO)C(O)C2(F)F)c(=O)n1. Drug 2: CCc1cnn2c(NCc3ccc[n+]([O-])c3)cc(N3CCCCC3CCO)nc12. Cell line: SW837. Synergy scores: synergy=-3.43. (2) Drug 1: CN1C(=O)C=CC2(C)C3CCC4(C)C(NC(=O)OCC(F)(F)F)CCC4C3CCC12. Drug 2: Nc1ccn(C2OC(CO)C(O)C2(F)F)c(=O)n1. Cell line: MDAMB436. Synergy scores: synergy=6.27. (3) Drug 1: COC12C(COC(N)=O)C3=C(C(=O)C(C)=C(N)C3=O)N1CC1NC12. Drug 2: CS(=O)(=O)CCNCc1ccc(-c2ccc3ncnc(Nc4ccc(OCc5cccc(F)c5)c(Cl)c4)c3c2)o1. Cell line: RKO. Synergy scores: synergy=4.18.